This data is from Forward reaction prediction with 1.9M reactions from USPTO patents (1976-2016). The task is: Predict the product of the given reaction. (1) Given the reactants [CH3:1][S-:2].[Na+].CC1C=CC(S(O[CH2:15][C@@H:16]2[CH2:21][O:20][C@@H:19]([C@H:22]3[O:26][N:25]=[C:24]([C:27]4[CH:32]=[C:31]([C:33](=[O:45])[NH:34][CH2:35][C:36]5[CH:41]=[CH:40][C:39]([F:42])=[C:38]([O:43][CH3:44])[CH:37]=5)[N:30]=[C:29]([CH3:46])[N:28]=4)[CH2:23]3)[CH2:18][O:17]2)(=O)=O)=CC=1, predict the reaction product. The product is: [F:42][C:39]1[CH:40]=[CH:41][C:36]([CH2:35][NH:34][C:33]([C:31]2[CH:32]=[C:27]([C:24]3[CH2:23][C@@H:22]([C@H:19]4[CH2:18][O:17][C@H:16]([CH2:15][S:2][CH3:1])[CH2:21][O:20]4)[O:26][N:25]=3)[N:28]=[C:29]([CH3:46])[N:30]=2)=[O:45])=[CH:37][C:38]=1[O:43][CH3:44]. (2) Given the reactants Br[C:2]1[CH:3]=[CH:4][C:5]([O:28][CH3:29])=[C:6]([C:8]([CH3:27])([CH3:26])[CH2:9][C:10]([CH2:16][C:17]2[NH:25][C:20]3=[CH:21][N:22]=[CH:23][CH:24]=[C:19]3[CH:18]=2)([OH:15])[C:11]([F:14])([F:13])[F:12])[CH:7]=1.B1([C:36]2[CH:41]=[CH:40][CH:39]=[N:38][CH:37]=2)OCCCO1.C(=O)([O-])[O-].[K+].[K+], predict the reaction product. The product is: [F:12][C:11]([F:14])([F:13])[C:10]([CH2:16][C:17]1[NH:25][C:20]2=[CH:21][N:22]=[CH:23][CH:24]=[C:19]2[CH:18]=1)([OH:15])[CH2:9][C:8]([C:6]1[CH:7]=[C:2]([C:36]2[CH:37]=[N:38][CH:39]=[CH:40][CH:41]=2)[CH:3]=[CH:4][C:5]=1[O:28][CH3:29])([CH3:27])[CH3:26].